From a dataset of Catalyst prediction with 721,799 reactions and 888 catalyst types from USPTO. Predict which catalyst facilitates the given reaction. Reactant: C([N:8]1[CH2:13][CH2:12][O:11][C@@H:10]([C:14]2[CH:19]=[C:18]([C:20]#[N:21])[CH:17]=[CH:16][C:15]=2[O:22][CH3:23])[CH2:9]1)C1C=CC=CC=1.[Cl:24]C(OC(Cl)C)=O. Product: [ClH:24].[C:20]([C:18]1[CH:17]=[CH:16][C:15]([O:22][CH3:23])=[C:14]([C@@H:10]2[O:11][CH2:12][CH2:13][NH:8][CH2:9]2)[CH:19]=1)#[N:21]. The catalyst class is: 26.